Dataset: Full USPTO retrosynthesis dataset with 1.9M reactions from patents (1976-2016). Task: Predict the reactants needed to synthesize the given product. (1) Given the product [CH2:1]([O:3][C:4](=[O:21])[CH2:5][CH2:6][CH:7]1[CH2:20][C:11]2=[N:12][C:13]3[NH:14][CH2:15][CH2:16][CH2:17][C:18]=3[CH:19]=[C:10]2[CH2:9][CH2:8]1)[CH3:2], predict the reactants needed to synthesize it. The reactants are: [CH2:1]([O:3][C:4](=[O:21])[CH2:5][CH2:6][CH:7]1[CH2:20][C:11]2=[N:12][C:13]3[N:14]=[CH:15][CH:16]=[CH:17][C:18]=3[CH:19]=[C:10]2[CH2:9][CH2:8]1)[CH3:2]. (2) Given the product [Cl:24][C:21]1[CH:20]=[CH:19][C:18]([C:12]2[C:11]3[CH2:10][CH2:9][NH:8][CH2:17][CH2:16][C:15]=3[N:14]([CH:26]3[CH2:31][CH2:30][CH:29]([CH3:32])[CH2:28][CH2:27]3)[N:13]=2)=[CH:23][CH:22]=1, predict the reactants needed to synthesize it. The reactants are: C(OC([N:8]1[CH2:17][CH2:16][C:15]2[NH:14][N:13]=[C:12]([C:18]3[CH:23]=[CH:22][C:21]([Cl:24])=[CH:20][CH:19]=3)[C:11]=2[CH2:10][CH2:9]1)=O)(C)(C)C.Br[CH:26]1[CH2:31][CH2:30][CH:29]([CH3:32])[CH2:28][CH2:27]1.C(OC(N1CCC2NN(C3CCC(C)CC3)C(C3C=CC(Cl)=CC=3)C=2CC1)=O)(C)(C)C. (3) The reactants are: [N:1]1([CH2:7][CH2:8][CH:9]2[CH2:18][CH2:17][C:16]3[C:11](=[CH:12][CH:13]=[C:14]([O:19][CH2:20][C:21]4[CH:29]=[CH:28][C:24]([C:25]([O-:27])=O)=[CH:23][CH:22]=4)[CH:15]=3)[CH2:10]2)[CH2:6][CH2:5][CH2:4][CH2:3][CH2:2]1.CC(C)(C)C(Cl)=O.[NH2:37][C:38]1[CH:43]=[CH:42][CH:41]=[CH:40][N:39]=1.C(=O)(O)[O-].[Na+]. Given the product [N:1]1([CH2:7][CH2:8][CH:9]2[CH2:18][CH2:17][C:16]3[C:11](=[CH:12][CH:13]=[C:14]([O:19][CH2:20][C:21]4[CH:22]=[CH:23][C:24]([C:25]([NH:37][C:38]5[CH:43]=[CH:42][CH:41]=[CH:40][N:39]=5)=[O:27])=[CH:28][CH:29]=4)[CH:15]=3)[CH2:10]2)[CH2:2][CH2:3][CH2:4][CH2:5][CH2:6]1, predict the reactants needed to synthesize it. (4) Given the product [F:1][C:2]1[CH:7]=[CH:6][C:5]([SH:8])=[C:4]([C:12]([F:15])([F:13])[F:14])[CH:3]=1, predict the reactants needed to synthesize it. The reactants are: [F:1][C:2]1[CH:7]=[CH:6][C:5]([S:8](Cl)(=O)=O)=[C:4]([C:12]([F:15])([F:14])[F:13])[CH:3]=1.O. (5) Given the product [ClH:1].[S:10]1[C:3]2[CH2:4][CH2:5][CH2:6][C:2]=2[N:8]=[C:9]1[NH2:11], predict the reactants needed to synthesize it. The reactants are: [Cl:1][CH:2]1[CH2:6][CH2:5][CH2:4][C:3]1=O.[NH2:8][C:9]([NH2:11])=[S:10]. (6) Given the product [CH:1]1([CH:4]([C:18]2[CH:23]=[CH:22][CH:21]=[CH:20][CH:19]=2)[NH:5][C:6]([C:8]2[CH:9]=[C:10]3[C:14](=[CH:15][CH:16]=2)[NH:13][N:12]=[C:11]3[C:38]2[CH:37]=[CH:36][C:35]([O:34][CH:31]3[CH2:30][CH2:29][N:28]([CH2:27][CH2:26][O:25][CH3:24])[CH2:33][CH2:32]3)=[CH:40][CH:39]=2)=[O:7])[CH2:3][CH2:2]1, predict the reactants needed to synthesize it. The reactants are: [CH:1]1([CH:4]([C:18]2[CH:23]=[CH:22][CH:21]=[CH:20][CH:19]=2)[NH:5][C:6]([C:8]2[CH:9]=[C:10]3[C:14](=[CH:15][CH:16]=2)[NH:13][N:12]=[C:11]3I)=[O:7])[CH2:3][CH2:2]1.[CH3:24][O:25][CH2:26][CH2:27][N:28]1[CH2:33][CH2:32][CH:31]([O:34][C:35]2[CH:40]=[CH:39][C:38](B3OC(C)(C)C(C)(C)O3)=[CH:37][CH:36]=2)[CH2:30][CH2:29]1.